Dataset: Forward reaction prediction with 1.9M reactions from USPTO patents (1976-2016). Task: Predict the product of the given reaction. (1) Given the reactants [N:1]1[CH:6]=[CH:5][CH:4]=[CH:3][C:2]=1[NH:7][C:8](=[O:33])[C:9]1[CH:14]=[C:13]([CH2:15][C:16]2[C:17](=[O:28])[C:18]([O:26][CH3:27])=[C:19]([O:24][CH3:25])[C:20](=[O:23])[C:21]=2[CH3:22])[CH:12]=[CH:11][C:10]=1[O:29]C(=O)C.C(=O)([O-])O.[Na+], predict the reaction product. The product is: [N:1]1[CH:6]=[CH:5][CH:4]=[CH:3][C:2]=1[NH:7][C:8](=[O:33])[C:9]1[CH:14]=[C:13]([CH2:15][C:16]2[C:17](=[O:28])[C:18]([O:26][CH3:27])=[C:19]([O:24][CH3:25])[C:20](=[O:23])[C:21]=2[CH3:22])[CH:12]=[CH:11][C:10]=1[OH:29]. (2) Given the reactants [F:1][C:2]([F:19])([F:18])[C:3]1[O:7][C:6]([C@H:8]([NH:10]C(=O)OC(C)(C)C)[CH3:9])=[N:5][N:4]=1, predict the reaction product. The product is: [F:19][C:2]([F:1])([F:18])[C:3]1[O:7][C:6]([C@H:8]([NH2:10])[CH3:9])=[N:5][N:4]=1.